From a dataset of Catalyst prediction with 721,799 reactions and 888 catalyst types from USPTO. Predict which catalyst facilitates the given reaction. (1) Reactant: [F:1][C:2]1[CH:3]=[C:4]([C@:13]2([NH:23][C:24](=[O:37])[C:25]3[CH:36]=[CH:35][C:28]([C:29](N(OC)C)=[O:30])=[CH:27][CH:26]=3)[C:18]3=[N:19][CH:20]=[CH:21][CH:22]=[C:17]3[O:16][CH2:15][CH2:14]2)[CH:5]=[CH:6][C:7]=1[O:8][C:9]([F:12])([F:11])[F:10].[CH3:38][Mg]Br. Product: [C:29]([C:28]1[CH:35]=[CH:36][C:25]([C:24]([NH:23][C@@:13]2([C:4]3[CH:5]=[CH:6][C:7]([O:8][C:9]([F:10])([F:12])[F:11])=[C:2]([F:1])[CH:3]=3)[C:18]3=[N:19][CH:20]=[CH:21][CH:22]=[C:17]3[O:16][CH2:15][CH2:14]2)=[O:37])=[CH:26][CH:27]=1)(=[O:30])[CH3:38]. The catalyst class is: 1. (2) Reactant: [CH2:1]([O:4][C:5]1[CH:13]=[CH:12][CH:11]=[CH:10][C:6]=1[C:7](Cl)=[O:8])[CH2:2][CH3:3].[NH2:14][C:15]1[CH:16]=[CH:17][C:18]([N+:25]([O-:27])=[O:26])=[C:19]([C:21]([F:24])([F:23])[F:22])[CH:20]=1.C(N(CC)CC)C. Product: [CH2:1]([O:4][C:5]1[CH:13]=[CH:12][CH:11]=[CH:10][C:6]=1[C:7]([NH:14][C:15]1[CH:16]=[CH:17][C:18]([N+:25]([O-:27])=[O:26])=[C:19]([C:21]([F:22])([F:23])[F:24])[CH:20]=1)=[O:8])[CH2:2][CH3:3]. The catalyst class is: 4.